This data is from TCR-epitope binding with 47,182 pairs between 192 epitopes and 23,139 TCRs. The task is: Binary Classification. Given a T-cell receptor sequence (or CDR3 region) and an epitope sequence, predict whether binding occurs between them. (1) The epitope is TLIGDCATV. The TCR CDR3 sequence is CASSDDRVGDEQFF. Result: 0 (the TCR does not bind to the epitope). (2) The epitope is NLVPMVATV. The TCR CDR3 sequence is CASSSQQESIFTGELFF. Result: 1 (the TCR binds to the epitope). (3) The epitope is LLWNGPMAV. The TCR CDR3 sequence is CASSQLAGVVTQYF. Result: 0 (the TCR does not bind to the epitope). (4) The TCR CDR3 sequence is CASSYTDSTDTQYF. The epitope is ELAGIGILTV. Result: 1 (the TCR binds to the epitope). (5) The epitope is GLCTLVAML. The TCR CDR3 sequence is CSARDPYRASNQPQHF. Result: 1 (the TCR binds to the epitope).